Predict the reaction yield, written as a fraction of the theoretical maximum amount of product (1.0 means a 100% yield; for example, 0.34 means a 34% yield). From a dataset of Reaction yield outcomes from USPTO patents with 853,638 reactions. (1) The reactants are [Br:1][C:2]1[N:6]2[N:7]=[C:8]([O:11][CH3:12])[CH:9]=[CH:10][C:5]2=[N:4][C:3]=1[C:13]1[CH:14]=[CH:15][C:16]([CH3:20])=[C:17]([CH:19]=1)[NH2:18].N1C=CC=CC=1.[CH3:27][C:28]([CH3:33])([CH3:32])[C:29](Cl)=[O:30]. The catalyst is C(#N)C. The product is [Br:1][C:2]1[N:6]2[N:7]=[C:8]([O:11][CH3:12])[CH:9]=[CH:10][C:5]2=[N:4][C:3]=1[C:13]1[CH:14]=[CH:15][C:16]([CH3:20])=[C:17]([NH:18][C:29](=[O:30])[C:28]([CH3:33])([CH3:32])[CH3:27])[CH:19]=1. The yield is 0.970. (2) The catalyst is C(#N)C. The yield is 0.490. The product is [CH3:1][C:2]1[C:7]2[N:8]=[C:9]([NH:11][C:12]([N:14]3[CH:18]=[CH:17][N:16]=[CH:15]3)=[S:13])[S:10][C:6]=2[CH:5]=[CH:4][CH:3]=1. The reactants are [CH3:1][C:2]1[C:7]2[N:8]=[C:9]([NH2:11])[S:10][C:6]=2[CH:5]=[CH:4][CH:3]=1.[C:12](N1C=CN=C1)([N:14]1[CH:18]=[CH:17][N:16]=[CH:15]1)=[S:13]. (3) The reactants are Br[C:2]1[CH:7]=[CH:6][CH:5]=[CH:4][N:3]=1.CON(C)[C:11]([C@H:13]1[CH2:17][CH2:16][CH2:15][O:14]1)=[O:12].C(OCC)C.[NH4+].[Cl-]. The catalyst is C1COCC1.[Li]CCCC. The product is [N:3]1[CH:4]=[CH:5][CH:6]=[CH:7][C:2]=1[C:11]([C@H:13]1[CH2:17][CH2:16][CH2:15][O:14]1)=[O:12]. The yield is 0.960. (4) The reactants are [OH:1][C:2]1[CH:7]=[CH:6][C:5]([C:8]2[CH:9]=[C:10]3[C:15](=[CH:16][CH:17]=2)[N:14]=[C:13]([C:18]([O:20][CH3:21])=[O:19])[CH:12]=[CH:11]3)=[CH:4][CH:3]=1.[Cl:22][C:23]1[CH:24]=[N:25][CH:26]=[C:27]([Cl:39])[C:28]=1[C:29]1[C:33]([CH2:34]O)=[C:32]([CH:36]([CH3:38])[CH3:37])[O:31][N:30]=1.C1(P(C2C=CC=CC=2)C2C=CC=CC=2)C=CC=CC=1.N(C(OC(C)C)=O)=NC(OC(C)C)=O. The catalyst is ClCCl. The product is [Cl:39][C:27]1[CH:26]=[N:25][CH:24]=[C:23]([Cl:22])[C:28]=1[C:29]1[C:33]([CH2:34][O:1][C:2]2[CH:7]=[CH:6][C:5]([C:8]3[CH:9]=[C:10]4[C:15](=[CH:16][CH:17]=3)[N:14]=[C:13]([C:18]([O:20][CH3:21])=[O:19])[CH:12]=[CH:11]4)=[CH:4][CH:3]=2)=[C:32]([CH:36]([CH3:37])[CH3:38])[O:31][N:30]=1. The yield is 0.520. (5) The reactants are Br[C:2]1[CH:3]=[C:4]([O:11][CH3:12])[C:5]([N+:8]([O-:10])=[O:9])=[N:6][CH:7]=1.[C:13]([O:17][CH2:18][CH3:19])(=[O:16])[CH:14]=[CH2:15].C(P(C(C)(C)C)C1C=CC=CC=1C1C=CC=CC=1)(C)(C)C.[Cl-].[NH4+]. The catalyst is C([O-])(=O)C.[Pd+2].C([O-])(=O)C.C(OCC)(=O)C.CN(C=O)C. The product is [CH2:18]([O:17][C:13](=[O:16])/[CH:14]=[CH:15]/[C:2]1[CH:7]=[N:6][C:5]([N+:8]([O-:10])=[O:9])=[C:4]([O:11][CH3:12])[CH:3]=1)[CH3:19]. The yield is 0.690. (6) The reactants are [CH3:1][O:2][C:3]1[C:4]([O:15][CH2:16][CH2:17][CH2:18][C:19]([O:21][CH3:22])=[O:20])=[CH:5][C:6]([N+:12]([O-:14])=[O:13])=[C:7]([CH:11]=1)[C:8]([OH:10])=O.[C:23](Cl)(=[O:27])[C:24](Cl)=O.C([N:31]([CH2:34][CH3:35])CC)C.[CH2:36](Cl)Cl. The catalyst is CN(C=O)C. The product is [CH3:22][O:21][C:19](=[O:20])[CH2:18][CH2:17][CH2:16][O:15][C:4]1[CH:5]=[C:6]([N+:12]([O-:14])=[O:13])[C:7]([C:8]([N:31]2[CH2:34][CH2:35][CH2:36][CH:24]2[CH2:23][OH:27])=[O:10])=[CH:11][C:3]=1[O:2][CH3:1]. The yield is 1.00. (7) The reactants are [Cl:1][C:2]1[N:7]=[C:6]([C:8]([O:10][CH2:11][CH3:12])=[O:9])[C:5](F)=[CH:4][N:3]=1.[O:14]1[CH2:18][CH2:17][CH:16]([NH2:19])[CH2:15]1. No catalyst specified. The product is [Cl:1][C:2]1[N:7]=[C:6]([C:8]([O:10][CH2:11][CH3:12])=[O:9])[C:5]([NH:19][CH:16]2[CH2:17][CH2:18][O:14][CH2:15]2)=[CH:4][N:3]=1. The yield is 0.770. (8) The reactants are [C:1](Cl)(=O)C.[Cl:5][C:6]1[CH:14]=[C:13]([OH:15])[C:12]([N+:16]([O-:18])=[O:17])=[CH:11][C:7]=1[C:8]([OH:10])=[O:9]. The catalyst is CO. The product is [Cl:5][C:6]1[CH:14]=[C:13]([OH:15])[C:12]([N+:16]([O-:18])=[O:17])=[CH:11][C:7]=1[C:8]([O:10][CH3:1])=[O:9]. The yield is 0.910. (9) The reactants are [CH3:1][O-:2].[Na+].Cl[C:5]1[C:10]([N+:11]([O-:13])=[O:12])=[CH:9][CH:8]=[CH:7][N:6]=1. The catalyst is CO. The product is [CH3:1][O:2][C:5]1[C:10]([N+:11]([O-:13])=[O:12])=[CH:9][CH:8]=[CH:7][N:6]=1. The yield is 0.900.